This data is from Full USPTO retrosynthesis dataset with 1.9M reactions from patents (1976-2016). The task is: Predict the reactants needed to synthesize the given product. (1) Given the product [CH2:1]([O:8][C:9]([N:11]1[CH2:15][CH:14]([OH:16])[CH2:13][CH:12]1[C:17](=[O:19])[NH:21][CH:25]1[C:24]2[C:29](=[CH:42][CH:35]=[CH:34][CH:33]=2)[CH2:28][CH2:27][CH2:26]1)=[O:10])[C:2]1[CH:3]=[CH:4][CH:5]=[CH:6][CH:7]=1, predict the reactants needed to synthesize it. The reactants are: [CH2:1]([O:8][C:9]([N:11]1[CH2:15][CH:14]([OH:16])[CH2:13][CH:12]1[C:17]([OH:19])=O)=[O:10])[C:2]1[CH:7]=[CH:6][CH:5]=[CH:4][CH:3]=1.O[N:21]1[C:25]2[CH:26]=[CH:27][CH:28]=[CH:29][C:24]=2N=N1.Cl.CN(C)[CH2:33][CH2:34][CH2:35]N=C=NCC.[CH:42](N(C(C)C)CC)(C)C. (2) Given the product [F:23][C:3]1[C:2]([C:33]#[C:32][C@:30]([OH:34])([C:25]2[CH:26]=[CH:27][CH:28]=[CH:29][N:24]=2)[CH3:31])=[CH:22][C:6]2[C:7]3[N:8]([C:12]([C:18]([NH:20][CH3:21])=[O:19])=[C:13]([C:15]([NH2:17])=[O:16])[N:14]=3)[CH2:9][CH2:10][O:11][C:5]=2[CH:4]=1, predict the reactants needed to synthesize it. The reactants are: Br[C:2]1[C:3]([F:23])=[CH:4][C:5]2[O:11][CH2:10][CH2:9][N:8]3[C:12]([C:18]([NH:20][CH3:21])=[O:19])=[C:13]([C:15]([NH2:17])=[O:16])[N:14]=[C:7]3[C:6]=2[CH:22]=1.[N:24]1[CH:29]=[CH:28][CH:27]=[CH:26][C:25]=1[C@@:30]([OH:34])([C:32]#[CH:33])[CH3:31]. (3) Given the product [Cl:30][C:26]1[CH:27]=[CH:28][CH:29]=[C:24]([Cl:23])[C:25]=1[C:31]1[C:32](=[O:34])[N:21]([CH3:22])[C:3]2[N:4]=[C:5]([NH:8][C:9]3[CH:14]=[CH:13][C:12]([N:15]4[CH2:20][CH2:19][O:18][CH2:17][CH2:16]4)=[CH:11][CH:10]=3)[N:6]=[CH:7][C:2]=2[N:1]=1, predict the reactants needed to synthesize it. The reactants are: [NH2:1][C:2]1[C:3]([NH:21][CH3:22])=[N:4][C:5]([NH:8][C:9]2[CH:14]=[CH:13][C:12]([N:15]3[CH2:20][CH2:19][O:18][CH2:17][CH2:16]3)=[CH:11][CH:10]=2)=[N:6][CH:7]=1.[Cl:23][C:24]1[CH:29]=[CH:28][CH:27]=[C:26]([Cl:30])[C:25]=1[C:31](=O)[C:32]([O:34]CC)=O.CC(O)=O.